From a dataset of Reaction yield outcomes from USPTO patents with 853,638 reactions. Predict the reaction yield, written as a fraction of the theoretical maximum amount of product (1.0 means a 100% yield; for example, 0.34 means a 34% yield). The reactants are [NH:1]1[C:5]2[CH:6]=[CH:7][C:8]([C:10]([N:12]3[C@@H:21]4[C@@H:16]([C:17]5[CH:25]=[CH:24][C:23]([C:26]([OH:28])=O)=[CH:22][C:18]=5[CH2:19][CH2:20]4)[CH2:15][CH2:14][CH2:13]3)=[O:11])=[CH:9][C:4]=2[N:3]=[CH:2]1.[CH3:29][NH:30][CH3:31]. The yield is 0.200. The product is [CH3:29][N:30]([CH3:31])[C:26]([C:23]1[CH:24]=[CH:25][C:17]2[C@@H:16]3[C@H:21]([CH2:20][CH2:19][C:18]=2[CH:22]=1)[N:12]([C:10]([C:8]1[CH:7]=[CH:6][C:5]2[NH:1][CH:2]=[N:3][C:4]=2[CH:9]=1)=[O:11])[CH2:13][CH2:14][CH2:15]3)=[O:28]. No catalyst specified.